This data is from Full USPTO retrosynthesis dataset with 1.9M reactions from patents (1976-2016). The task is: Predict the reactants needed to synthesize the given product. (1) The reactants are: [CH3:1][CH:2]([CH2:13][CH3:14])[CH:3]([C:7]1[CH:12]=[CH:11][CH:10]=[CH:9][CH:8]=1)[C:4](Cl)=[O:5].[NH2:15][C:16]1[S:20][C:19]2[CH2:21][CH2:22][CH2:23][C:18]=2[C:17]=1[C:24]#[N:25]. Given the product [C:24]([C:17]1[C:18]2[CH2:23][CH2:22][CH2:21][C:19]=2[S:20][C:16]=1[NH:15][C:4](=[O:5])[CH:3]([C:7]1[CH:12]=[CH:11][CH:10]=[CH:9][CH:8]=1)[CH:2]([CH3:1])[CH2:13][CH3:14])#[N:25], predict the reactants needed to synthesize it. (2) Given the product [NH2:38][C:39]1([C:43]2[CH:48]=[CH:47][C:46]([C:49]3[C:54](=[O:55])[C:53]4[CH:56]=[CH:57][C:58]5[N:59]=[C:60]([CH:63]([F:65])[F:64])[NH:61][C:62]=5[C:52]=4[O:51][C:50]=3[C:66]3[CH:67]=[CH:68][CH:69]=[CH:70][CH:71]=3)=[CH:45][CH:44]=2)[CH2:40][CH2:41][CH2:42]1, predict the reactants needed to synthesize it. The reactants are: NC1(C2C=CC(C3C(=O)C4C(OC=3C3C=CC=CC=3)=C3C(=CC=4)NN=C3)=CC=2)CCC1.C(OC(=O)[NH:38][C:39]1([C:43]2[CH:48]=[CH:47][C:46]([C:49]3[C:54](=[O:55])[C:53]4[CH:56]=[CH:57][C:58]5[N:59]=[C:60]([CH:63]([F:65])[F:64])[NH:61][C:62]=5[C:52]=4[O:51][C:50]=3[C:66]3[CH:71]=[CH:70][CH:69]=[CH:68][CH:67]=3)=[CH:45][CH:44]=2)[CH2:42][CH2:41][CH2:40]1)(C)(C)C. (3) Given the product [NH2:42][C:19]1[CH:20]=[CH:21][N:16]([C@H:12]2[C@:13]([Cl:15])([F:14])[C@H:9]([OH:8])[C@@H:10]([CH2:24][OH:25])[O:11]2)[C:17](=[O:23])[N:18]=1, predict the reactants needed to synthesize it. The reactants are: CC1C=CC(C([O:8][C@H:9]2[C@@:13]([Cl:15])([F:14])[C@H:12]([N:16]3[CH:21]=[CH:20][C:19](=O)[NH:18][C:17]3=[O:23])[O:11][C@@H:10]2[CH2:24][O:25]C(=O)C2C=CC(C)=CC=2)=O)=CC=1.P(Cl)(Cl)(Cl)=O.[NH:42]1C=NC=N1.N. (4) Given the product [Cl:1][C:2]1[CH:3]=[CH:4][CH:5]=[C:6]2[C:11]=1[C:10]([CH2:12][C:13]1[CH:14]=[CH:15][C:16]([F:22])=[C:17]([C:18]([N:29]3[CH2:30][CH2:31][CH:26]([O:25][CH3:24])[CH2:27][CH2:28]3)=[O:19])[CH:21]=1)=[N:9][NH:8][C:7]2=[O:23], predict the reactants needed to synthesize it. The reactants are: [Cl:1][C:2]1[CH:3]=[CH:4][CH:5]=[C:6]2[C:11]=1[C:10]([CH2:12][C:13]1[CH:14]=[CH:15][C:16]([F:22])=[C:17]([CH:21]=1)[C:18](O)=[O:19])=[N:9][NH:8][C:7]2=[O:23].[CH3:24][O:25][CH:26]1[CH2:31][CH2:30][NH:29][CH2:28][CH2:27]1.CCN(C(C)C)C(C)C. (5) Given the product [CH2:11]([S:8]([C:5]1[CH:6]=[CH:7][C:2]([NH:17][CH2:18][C:19]2([OH:24])[CH2:23][CH2:22][CH2:21][CH2:20]2)=[C:3]([N+:13]([O-:15])=[O:14])[CH:4]=1)(=[O:10])=[O:9])[CH3:12], predict the reactants needed to synthesize it. The reactants are: Cl[C:2]1[CH:7]=[CH:6][C:5]([S:8]([CH2:11][CH3:12])(=[O:10])=[O:9])=[CH:4][C:3]=1[N+:13]([O-:15])=[O:14].Cl.[NH2:17][CH2:18][C:19]1([OH:24])[CH2:23][CH2:22][CH2:21][CH2:20]1.